From a dataset of Full USPTO retrosynthesis dataset with 1.9M reactions from patents (1976-2016). Predict the reactants needed to synthesize the given product. (1) The reactants are: [CH:1]([NH:4][CH2:5][C@H:6]1[N:11]([C:12]([C:14]2[CH:18]=[C:17]([CH3:19])[N:16]([C:20]3[CH:25]=[CH:24][CH:23]=[CH:22][CH:21]=3)[C:15]=2[C:26]2[CH:31]=[CH:30][CH:29]=[CH:28][CH:27]=2)=[O:13])[CH2:10][CH2:9][N:8]([C:32]([O:34][C:35]([CH3:38])([CH3:37])[CH3:36])=[O:33])[CH2:7]1)([CH3:3])[CH3:2].N1C=CC=CC=1.C1C[O:48][CH2:47][CH2:46]1.C([CH:52]([CH2:56][C:57](Cl)=[O:58])[C:53](Cl)=[O:54])C. Given the product [CH2:47]([O:48][C:57](=[O:58])[CH2:56][CH2:52][C:53]([N:4]([CH2:5][C@H:6]1[N:11]([C:12]([C:14]2[CH:18]=[C:17]([CH3:19])[N:16]([C:20]3[CH:21]=[CH:22][CH:23]=[CH:24][CH:25]=3)[C:15]=2[C:26]2[CH:27]=[CH:28][CH:29]=[CH:30][CH:31]=2)=[O:13])[CH2:10][CH2:9][N:8]([C:32]([O:34][C:35]([CH3:36])([CH3:38])[CH3:37])=[O:33])[CH2:7]1)[CH:1]([CH3:3])[CH3:2])=[O:54])[CH3:46], predict the reactants needed to synthesize it. (2) The reactants are: [C:1]([O:5][C:6]([NH:8][CH:9]([C:14]1[CH:19]=[CH:18][CH:17]=[C:16]([Cl:20])[C:15]=1[Cl:21])[CH2:10][C:11](O)=[O:12])=[O:7])([CH3:4])([CH3:3])[CH3:2].C(N(CC)CC)C.ClC(OCC(C)C)=O.[BH4-].[Na+].C(=O)([O-])O.[Na+]. Given the product [Cl:21][C:15]1[C:16]([Cl:20])=[CH:17][CH:18]=[CH:19][C:14]=1[CH:9]([NH:8][C:6](=[O:7])[O:5][C:1]([CH3:3])([CH3:2])[CH3:4])[CH2:10][CH2:11][OH:12], predict the reactants needed to synthesize it. (3) Given the product [C:1]([C:3]1[CH:4]=[CH:5][C:6]([C@@H:9]([O:12][CH:13]2[CH2:18][CH2:17][CH2:16][CH2:15][O:14]2)[CH2:10][O:11][CH2:20][CH2:21][CH2:22][O:23][CH:24]2[CH2:29][CH2:28][CH2:27][CH2:26][O:25]2)=[CH:7][CH:8]=1)#[CH:2], predict the reactants needed to synthesize it. The reactants are: [C:1]([C:3]1[CH:8]=[CH:7][C:6]([C@@H:9]([O:12][CH:13]2[CH2:18][CH2:17][CH2:16][CH2:15][O:14]2)[CH2:10][OH:11])=[CH:5][CH:4]=1)#[CH:2].Br[CH2:20][CH2:21][CH2:22][O:23][CH:24]1[CH2:29][CH2:28][CH2:27][CH2:26][O:25]1.[OH-].[K+].Cl. (4) Given the product [CH3:26][C:24]1[S:25][C:21]2[CH:20]=[CH:19][C:18]([O:17][CH2:16][CH:15]([OH:28])[CH2:14][N:11]3[CH2:10][CH2:9][NH:8][CH2:13][CH2:12]3)=[CH:27][C:22]=2[N:23]=1, predict the reactants needed to synthesize it. The reactants are: C(OC([N:8]1[CH2:13][CH2:12][N:11]([CH2:14][CH:15]([OH:28])[CH2:16][O:17][C:18]2[CH:19]=[CH:20][C:21]3[S:25][C:24]([CH3:26])=[N:23][C:22]=3[CH:27]=2)[CH2:10][CH2:9]1)=O)(C)(C)C. (5) Given the product [F:1][C:2]1[CH:7]=[CH:6][C:5]([CH2:8][C:9]2[CH:18]=[C:17]3[C:12]([C:13]([OH:34])=[C:14]([C:29]([NH:39][CH2:38][CH2:37][O:36][CH3:35])=[O:30])[C:15](=[O:28])[N:16]3[CH2:19][C:20]([N:22]([CH3:27])[CH2:23][CH2:24][O:25][CH3:26])=[O:21])=[N:11][CH:10]=2)=[CH:4][CH:3]=1, predict the reactants needed to synthesize it. The reactants are: [F:1][C:2]1[CH:7]=[CH:6][C:5]([CH2:8][C:9]2[CH:18]=[C:17]3[C:12]([C:13]([OH:34])=[C:14]([C:29](OCC)=[O:30])[C:15](=[O:28])[N:16]3[CH2:19][C:20]([N:22]([CH3:27])[CH2:23][CH2:24][O:25][CH3:26])=[O:21])=[N:11][CH:10]=2)=[CH:4][CH:3]=1.[CH3:35][O:36][CH2:37][CH2:38][NH2:39].